Dataset: Peptide-MHC class I binding affinity with 185,985 pairs from IEDB/IMGT. Task: Regression. Given a peptide amino acid sequence and an MHC pseudo amino acid sequence, predict their binding affinity value. This is MHC class I binding data. (1) The peptide sequence is GSYLNETHFS. The MHC is H-2-Kb with pseudo-sequence H-2-Kb. The binding affinity (normalized) is 0.0268. (2) The peptide sequence is VFYENRAYGV. The MHC is H-2-Db with pseudo-sequence H-2-Db. The binding affinity (normalized) is 0.147. (3) The MHC is Patr-A0901 with pseudo-sequence Patr-A0901. The binding affinity (normalized) is 0.338. The peptide sequence is IFGPLWILQA. (4) The peptide sequence is ISCQIYNAL. The MHC is HLA-B40:01 with pseudo-sequence HLA-B40:01. The binding affinity (normalized) is 0.514. (5) The peptide sequence is EERKNFLEL. The MHC is HLA-B40:01 with pseudo-sequence HLA-B40:01. The binding affinity (normalized) is 0.0847. (6) The peptide sequence is YQLEMYHPI. The MHC is HLA-A32:07 with pseudo-sequence HLA-A32:07. The binding affinity (normalized) is 0.936.